This data is from Full USPTO retrosynthesis dataset with 1.9M reactions from patents (1976-2016). The task is: Predict the reactants needed to synthesize the given product. Given the product [CH3:22][N:19]1[CH2:20][CH2:21][N:16]([CH2:15][CH2:14][CH2:13][NH:12][C:4]2[CH:3]=[C:2]([B:23]3[O:27][C:26]([CH3:29])([CH3:28])[C:25]([CH3:31])([CH3:30])[O:24]3)[C:11]3[C:6](=[CH:7][CH:8]=[CH:9][CH:10]=3)[N:5]=2)[CH2:17][CH2:18]1, predict the reactants needed to synthesize it. The reactants are: Br[C:2]1[C:11]2[C:6](=[CH:7][CH:8]=[CH:9][CH:10]=2)[N:5]=[C:4]([NH:12][CH2:13][CH2:14][CH2:15][N:16]2[CH2:21][CH2:20][N:19]([CH3:22])[CH2:18][CH2:17]2)[CH:3]=1.[B:23]1([B:23]2[O:27][C:26]([CH3:29])([CH3:28])[C:25]([CH3:31])([CH3:30])[O:24]2)[O:27][C:26]([CH3:29])([CH3:28])[C:25]([CH3:31])([CH3:30])[O:24]1.C([O-])(=O)C.[K+].